From a dataset of Reaction yield outcomes from USPTO patents with 853,638 reactions. Predict the reaction yield, written as a fraction of the theoretical maximum amount of product (1.0 means a 100% yield; for example, 0.34 means a 34% yield). (1) The reactants are [Br:1][C:2]1[CH:3]=[C:4]([N:8]2[C:16]3[C:11](=[CH:12][C:13]([C:17](O)=[O:18])=[CH:14][CH:15]=3)[C:10]([C:20]([O:22][CH3:23])=[O:21])=[N:9]2)[CH:5]=[CH:6][CH:7]=1.Cl.[CH3:25][NH2:26]. No catalyst specified. The product is [Br:1][C:2]1[CH:3]=[C:4]([N:8]2[C:16]3[C:11](=[CH:12][C:13]([C:17](=[O:18])[NH:26][CH3:25])=[CH:14][CH:15]=3)[C:10]([C:20]([O:22][CH3:23])=[O:21])=[N:9]2)[CH:5]=[CH:6][CH:7]=1. The yield is 0.750. (2) The reactants are [CH3:1][N:2]([CH3:7])[C:3](=O)[CH2:4][CH3:5].P(Cl)(Cl)(Cl)=O.C(N(CC)CC)C.[F:20][C:21]1[C:22]([NH2:36])=[N:23][C:24]([O:27][CH2:28][C:29]2[CH:34]=[CH:33][C:32]([F:35])=[CH:31][CH:30]=2)=[N:25][CH:26]=1. The catalyst is C(Cl)(Cl)Cl. The product is [F:20][C:21]1[C:22]([N:36]=[C:3]([N:2]([CH3:7])[CH3:1])[CH2:4][CH3:5])=[N:23][C:24]([O:27][CH2:28][C:29]2[CH:30]=[CH:31][C:32]([F:35])=[CH:33][CH:34]=2)=[N:25][CH:26]=1. The yield is 0.310. (3) The yield is 0.470. The reactants are [C:1]1([NH2:12])[C:6](F)=[C:5](F)[C:4](F)=[C:3](N)C=1F.Cl.Cl.C([N:17]([CH2:20][CH3:21])CC)C.[CH3:22][C:23]([N:31]=[C:32]=[O:33])([CH3:30])[C:24]1[CH:29]=[CH:28][CH:27]=[CH:26][CH:25]=1.[CH2:34]1[CH2:38]OC[CH2:35]1. No catalyst specified. The product is [N:12]12[CH2:3][CH2:4][CH:5]([CH2:6][CH2:1]1)[C@H:20]([NH:17][C:32]([NH:31][C:23]([C:24]1[CH:29]=[CH:28][CH:27]=[C:26]([C:34]([CH3:38])=[CH2:35])[CH:25]=1)([CH3:22])[CH3:30])=[O:33])[CH2:21]2.